Dataset: Forward reaction prediction with 1.9M reactions from USPTO patents (1976-2016). Task: Predict the product of the given reaction. (1) The product is: [Cl:8][C:6]1[N:5]=[CH:4][N:3]=[C:2]([NH:9][CH:10]2[CH2:15][CH2:14][CH2:13][N:12]([C:16]([O:18][C:19]([CH3:22])([CH3:21])[CH3:20])=[O:17])[CH2:11]2)[CH:7]=1. Given the reactants Cl[C:2]1[CH:7]=[C:6]([Cl:8])[N:5]=[CH:4][N:3]=1.[NH2:9][CH:10]1[CH2:15][CH2:14][CH2:13][N:12]([C:16]([O:18][C:19]([CH3:22])([CH3:21])[CH3:20])=[O:17])[CH2:11]1.CCN(C(C)C)C(C)C, predict the reaction product. (2) Given the reactants [Br:1][C:2]1[CH:3]=[C:4]([NH:10][C:11](=[O:13])[CH3:12])[C:5]([O:8][CH3:9])=[N:6][CH:7]=1.[H-].[Na+].[CH3:16]I, predict the reaction product. The product is: [Br:1][C:2]1[CH:3]=[C:4]([N:10]([CH3:16])[C:11](=[O:13])[CH3:12])[C:5]([O:8][CH3:9])=[N:6][CH:7]=1.